Predict the reaction yield, written as a fraction of the theoretical maximum amount of product (1.0 means a 100% yield; for example, 0.34 means a 34% yield). From a dataset of Reaction yield outcomes from USPTO patents with 853,638 reactions. (1) The reactants are [OH:1][CH2:2][CH2:3][NH:4][C:5](=[O:14])[O:6][CH2:7][C:8]1[CH:13]=[CH:12][CH:11]=[CH:10][CH:9]=1.[C:28]1(P([C:28]2[CH:33]=[CH:32][CH:31]=[CH:30][CH:29]=2)[C:28]2[CH:33]=[CH:32][CH:31]=[CH:30][CH:29]=2)[CH:33]=[CH:32][CH:31]=[CH:30][CH:29]=1.[N:34]([C:41]([O:43]CC)=O)=NC(OCC)=O.[C:46](OCC)(=[O:48])C. The catalyst is O1CCCC1. The product is [CH2:7]([O:6][C:5]([NH:4][CH2:3][CH2:2][O:1][N:34]1[C:41](=[O:43])[C:33]2=[CH:32][CH:31]=[CH:30][CH:29]=[C:28]2[C:46]1=[O:48])=[O:14])[C:8]1[CH:9]=[CH:10][CH:11]=[CH:12][CH:13]=1. The yield is 0.910. (2) The reactants are [CH2:1]([C:3]1[CH:12]=[C:11]2[C:6]([C:7](=[O:32])[C:8]([OH:31])=[C:9]([C:13]3[CH:18]=[C:17]([O:19]C)[C:16]([O:21]CC4C=CC=CC=4)=[C:15]([O:29]C)[CH:14]=3)[O:10]2)=[CH:5][C:4]=1[CH2:33][CH2:34][CH2:35][CH2:36][CH2:37][CH2:38][CH2:39][CH3:40])[CH3:2].B(Br)(Br)Br.CO.O. The catalyst is ClCCl. The product is [CH2:1]([C:3]1[CH:12]=[C:11]2[C:6]([C:7](=[O:32])[C:8]([OH:31])=[C:9]([C:13]3[CH:14]=[C:15]([OH:29])[C:16]([OH:21])=[C:17]([OH:19])[CH:18]=3)[O:10]2)=[CH:5][C:4]=1[CH2:33][CH2:34][CH2:35][CH2:36][CH2:37][CH2:38][CH2:39][CH3:40])[CH3:2]. The yield is 1.00. (3) The reactants are [CH3:1][C:2]1[CH:11]=[CH:10][C:9]2[C:4](=[CH:5][CH:6]=[C:7]([CH3:12])[CH:8]=2)[N:3]=1.[CH3:13][O:14][S:15]([O:18]C)(=[O:17])=[O:16]. No catalyst specified. The product is [CH3:13][O:14][S:15]([O-:18])(=[O:17])=[O:16].[CH3:13][N+:3]1[C:4]2[C:9](=[CH:8][C:7]([CH3:12])=[CH:6][CH:5]=2)[CH:10]=[CH:11][C:2]=1[CH3:1]. The yield is 0.950. (4) The reactants are [CH3:1][O:2][C:3]1[CH:8]=[C:7](B2OC(C)(C)C(C)(C)O2)[CH:6]=[CH:5][N:4]=1.Cl[C:19]1[N:24]=[CH:23][C:22]([C:25]([F:28])([F:27])[F:26])=[CH:21][N:20]=1. No catalyst specified. The product is [CH3:1][O:2][C:3]1[CH:8]=[C:7]([C:19]2[N:24]=[CH:23][C:22]([C:25]([F:28])([F:27])[F:26])=[CH:21][N:20]=2)[CH:6]=[CH:5][N:4]=1. The yield is 0.160. (5) The product is [CH3:19][C:17]1([CH3:20])[O:16][C@H:15]2[C@H:11]([NH:10][C:9]3[N:4]4[N:3]=[C:2]([C:32]5[C:33]6[C:28](=[CH:27][CH:26]=[CH:25][CH:24]=6)[CH:29]=[CH:30][CH:31]=5)[CH:23]=[C:5]4[N:6]=[CH:7][CH:8]=3)[CH2:12][C@H:13]([CH2:21][OH:22])[C@H:14]2[O:18]1. The reactants are Br[C:2]1[CH:23]=[C:5]2[N:6]=[CH:7][CH:8]=[C:9]([NH:10][C@H:11]3[C@@H:15]4[O:16][C:17]([CH3:20])([CH3:19])[O:18][C@@H:14]4[C@@H:13]([CH2:21][OH:22])[CH2:12]3)[N:4]2[N:3]=1.[C:24]1(B(O)O)[C:33]2[C:28](=[CH:29][CH:30]=[CH:31][CH:32]=2)[CH:27]=[CH:26][CH:25]=1.ClCCl.C(=O)([O-])[O-].[Cs+].[Cs+]. The catalyst is C1C=CC(P(C2C=CC=CC=2)[C-]2C=CC=C2)=CC=1.C1C=CC(P(C2C=CC=CC=2)[C-]2C=CC=C2)=CC=1.Cl[Pd]Cl.[Fe+2].O1CCOCC1.O. The yield is 0.890. (6) The reactants are [F:1][C:2]([F:15])([F:14])[O:3][C:4]1[CH:13]=[CH:12][C:7]2[N:8]=[C:9]([NH2:11])[S:10][C:6]=2[CH:5]=1.[F:16][C:17]([F:28])([F:27])[C:18]1[CH:19]=[C:20]([CH:24]=[CH:25][CH:26]=1)[C:21](Cl)=[O:22].Br[CH:30]([CH2:35][CH3:36])[C:31]([O:33]C)=[O:32].COC1C=CC2N=C(N)SC=2C=1.ClC1C=C(C=CC=1)C(Cl)=O.BrCC(OCC)=O. No catalyst specified. The product is [F:15][C:2]([F:1])([F:14])[O:3][C:4]1[CH:13]=[CH:12][C:7]2[N:8]([CH:30]([CH2:35][CH3:36])[C:31]([OH:33])=[O:32])[C:9](=[N:11][C:21](=[O:22])[C:20]3[CH:24]=[CH:25][CH:26]=[C:18]([C:17]([F:28])([F:27])[F:16])[CH:19]=3)[S:10][C:6]=2[CH:5]=1. The yield is 0.380. (7) The reactants are [CH:1]1([N:4]2[C:9](=[O:10])[C:8]3[C:11]([O:17][S:18]([C:21]4[CH:26]=[CH:25][C:24]([CH3:27])=[CH:23][CH:22]=4)(=[O:20])=[O:19])=[CH:12][C:13](=[O:16])[N:14]([CH3:15])[C:7]=3[N:6]([C:28]3[CH:33]=[CH:32][CH:31]=[C:30]([N+:34]([O-])=O)[CH:29]=3)[C:5]2=[O:37])[CH2:3][CH2:2]1.C(=O)([O-])O.[Na+]. The catalyst is O1CCCC1. The product is [NH2:34][C:30]1[CH:29]=[C:28]([N:6]2[C:7]3[N:14]([CH3:15])[C:13](=[O:16])[CH:12]=[C:11]([O:17][S:18]([C:21]4[CH:26]=[CH:25][C:24]([CH3:27])=[CH:23][CH:22]=4)(=[O:20])=[O:19])[C:8]=3[C:9](=[O:10])[N:4]([CH:1]3[CH2:2][CH2:3]3)[C:5]2=[O:37])[CH:33]=[CH:32][CH:31]=1. The yield is 0.740. (8) The reactants are FC(F)(F)C([O-])=O.[C:8]([CH2:11][N:12]1[C:16]2[CH:17]=[CH:18][CH:19]=[CH:20][C:15]=2[NH+:14]=[CH:13]1)([OH:10])=O.[Cl:21][C:22]1[CH:23]=[C:24]([CH:26]=[CH:27][C:28]=1[F:29])[NH2:25]. The catalyst is C(Cl)(=O)C(Cl)=O.ClCCl.C1COCC1. The product is [N:12]1([CH2:11][C:8]([NH:25][C:24]2[CH:26]=[CH:27][C:28]([F:29])=[C:22]([Cl:21])[CH:23]=2)=[O:10])[C:16]2[CH:17]=[CH:18][CH:19]=[CH:20][C:15]=2[N:14]=[CH:13]1. The yield is 0.200. (9) The reactants are [Cl:1][C:2]1[CH:3]=[C:4]([C:8]2[C:13]([O:14][CH3:15])=[CH:12][CH:11]=[C:10]([CH2:16][C:17]3[CH:18]=[CH:19][C:20]([CH:23]([NH2:25])[CH3:24])=[N:21][CH:22]=3)[C:9]=2[F:26])[CH:5]=[CH:6][CH:7]=1.O1CCOCC1.[ClH:33]. The catalyst is C(OCC)C. The product is [ClH:1].[ClH:33].[Cl:1][C:2]1[CH:3]=[C:4]([C:8]2[C:13]([O:14][CH3:15])=[CH:12][CH:11]=[C:10]([CH2:16][C:17]3[CH:18]=[CH:19][C:20]([CH:23]([NH2:25])[CH3:24])=[N:21][CH:22]=3)[C:9]=2[F:26])[CH:5]=[CH:6][CH:7]=1. The yield is 0.710.